Dataset: Full USPTO retrosynthesis dataset with 1.9M reactions from patents (1976-2016). Task: Predict the reactants needed to synthesize the given product. (1) Given the product [CH2:23]([N:18]1[CH2:17][C:16]2([CH2:19][CH2:20][CH2:21][CH2:22]2)[S:15][C:14]1=[N:13][C:6]1[C:7]2[C:12](=[CH:11][CH:10]=[CH:9][CH:8]=2)[C:3]([C:1]#[N:2])=[CH:4][CH:5]=1)[CH:24]([CH3:26])[CH3:25], predict the reactants needed to synthesize it. The reactants are: [C:1]([C:3]1[C:12]2[C:7](=[CH:8][CH:9]=[CH:10][CH:11]=2)[C:6]([N:13]=[C:14]2[NH:18][CH2:17][C:16]3([CH2:22][CH2:21][CH2:20][CH2:19]3)[S:15]2)=[CH:5][CH:4]=1)#[N:2].[CH2:23](Br)[CH:24]([CH3:26])[CH3:25]. (2) Given the product [OH:25][C:20]12[CH2:24][CH:16]3[CH2:17][CH:18]([CH2:23][CH:22]([CH:15]3[NH:14][C:12]([C:5]3[C:6]([O:8][CH2:9][CH2:10][CH3:11])=[N:7][C:2]([NH:32][C@H:29]4[CH2:30][CH2:31][O:27][CH2:28]4)=[N:3][CH:4]=3)=[O:13])[CH2:21]1)[CH2:19]2, predict the reactants needed to synthesize it. The reactants are: Cl[C:2]1[N:7]=[C:6]([O:8][CH2:9][CH2:10][CH3:11])[C:5]([C:12]([NH:14][CH:15]2[CH:22]3[CH2:23][CH:18]4[CH2:19][C:20]([OH:25])([CH2:24][CH:16]2[CH2:17]4)[CH2:21]3)=[O:13])=[CH:4][N:3]=1.Cl.[O:27]1[CH2:31][CH2:30][C@H:29]([NH2:32])[CH2:28]1. (3) Given the product [F:1][C:2]([F:7])([F:6])[C:3]([OH:5])=[O:4].[F:8][C:9]([F:14])([F:13])[C:10]([OH:12])=[O:11].[Cl:15][C:16]1[CH:17]=[N:18][C:19]2[NH:20][C:21]3[CH:22]=[N:23][CH:24]=[C:25]([CH:47]=3)[CH2:26][CH2:27][C:28]3[CH:36]=[C:32]([NH:33][C:34]=1[N:35]=2)[CH:31]=[CH:30][C:29]=3[NH:37][C:38](=[O:46])[CH2:39][CH:40]1[CH2:45][CH2:44][N:43]([C:54]([C:50]2[N:49]([CH3:48])[CH:53]=[CH:52][N:51]=2)=[O:55])[CH2:42][CH2:41]1, predict the reactants needed to synthesize it. The reactants are: [F:1][C:2]([F:7])([F:6])[C:3]([OH:5])=[O:4].[F:8][C:9]([F:14])([F:13])[C:10]([OH:12])=[O:11].[Cl:15][C:16]1[CH:17]=[N:18][C:19]2[NH:20][C:21]3[CH:22]=[N:23][CH:24]=[C:25]([CH:47]=3)[CH2:26][CH2:27][C:28]3[CH:36]=[C:32]([NH:33][C:34]=1[N:35]=2)[CH:31]=[CH:30][C:29]=3[NH:37][C:38](=[O:46])[CH2:39][CH:40]1[CH2:45][CH2:44][NH:43][CH2:42][CH2:41]1.[CH3:48][N:49]1[CH:53]=[CH:52][N:51]=[C:50]1[C:54](O)=[O:55]. (4) Given the product [Cl:1][C:2]1[C:11]([C@H:12]([NH:13][S@@:14]([C:16]([CH3:17])([CH3:19])[CH3:18])=[O:15])[CH3:21])=[CH:10][C:9]2[C:4](=[CH:5][CH:6]=[C:7]([Cl:20])[CH:8]=2)[N:3]=1, predict the reactants needed to synthesize it. The reactants are: [Cl:1][C:2]1[C:11]([CH:12]=[N:13][S@@:14]([C:16]([CH3:19])([CH3:18])[CH3:17])=[O:15])=[CH:10][C:9]2[C:4](=[CH:5][CH:6]=[C:7]([Cl:20])[CH:8]=2)[N:3]=1.[CH3:21][Mg+].[Br-].[NH4+].[Cl-]. (5) Given the product [F:8][C:9]1[C:14]([O:15][C:16]2[C:25]3[C:20](=[CH:21][CH:22]=[CH:23][CH:24]=3)[CH:19]=[CH:18][CH:17]=2)=[C:13]([N+:26]([O-:28])=[O:27])[CH:12]=[CH:11][C:10]=1[CH2:29][C:30]([OH:32])=[O:31], predict the reactants needed to synthesize it. The reactants are: FC(F)(F)C(O)=O.[F:8][C:9]1[C:14]([O:15][C:16]2[C:25]3[C:20](=[CH:21][CH:22]=[CH:23][CH:24]=3)[CH:19]=[CH:18][CH:17]=2)=[C:13]([N+:26]([O-:28])=[O:27])[CH:12]=[CH:11][C:10]=1[CH:29](C(OC(C)(C)C)=O)[C:30]([O:32]C(C)(C)C)=[O:31]. (6) Given the product [C:1]1([CH2:7][CH2:8][CH2:9][CH2:10][CH2:11][CH2:12][C:13]([C:15]2[O:16][C:17]([C:20]3[N:29]=[CH:28][CH:27]=[CH:26][C:21]=3[C:22]([OH:24])=[O:23])=[CH:18][N:19]=2)=[O:14])[CH:6]=[CH:5][CH:4]=[CH:3][CH:2]=1, predict the reactants needed to synthesize it. The reactants are: [C:1]1([CH2:7][CH2:8][CH2:9][CH2:10][CH2:11][CH2:12][C:13]([C:15]2[O:16][C:17]([C:20]3[N:29]=[CH:28][CH:27]=[CH:26][C:21]=3[C:22]([O:24]C)=[O:23])=[CH:18][N:19]=2)=[O:14])[CH:6]=[CH:5][CH:4]=[CH:3][CH:2]=1. (7) Given the product [NH:1]1[C:9]2[C:4](=[CH:5][CH:6]=[CH:7][CH:8]=2)[CH:3]=[C:2]1[S:10]([O-:13])(=[O:12])=[O:11].[Na+:14], predict the reactants needed to synthesize it. The reactants are: [NH:1]1[C:9]2[C:4](=[CH:5][CH:6]=[CH:7][CH:8]=2)[CH:3]=[CH:2]1.[S:10](=[O:13])([OH:12])[O-:11].[Na+:14]. (8) Given the product [O:20]1[CH2:25][CH2:24][CH2:23][CH2:22][CH:21]1[O:7][CH2:1][CH2:2][O:3][CH2:4][CH2:5][OH:6], predict the reactants needed to synthesize it. The reactants are: [CH2:1]([OH:7])[CH2:2][O:3][CH2:4][CH2:5][OH:6].O.C1(C)C=CC(S(O)(=O)=O)=CC=1.[O:20]1[CH2:25][CH2:24][CH2:23][CH2:22][CH2:21]1. (9) Given the product [Br:1][C:2]1[CH:11]=[C:10]2[C:5]([C:6]([O:16][CH3:17])=[CH:7][CH:8]=[N:9]2)=[CH:4][CH:3]=1, predict the reactants needed to synthesize it. The reactants are: [Br:1][C:2]1[CH:11]=[C:10]2[C:5]([C:6](Cl)=[CH:7][CH:8]=[N:9]2)=[CH:4][CH:3]=1.C[O-].[Na+].[O:16]1CCOC[CH2:17]1. (10) Given the product [F:12][C:13]1[CH:20]=[CH:19][C:16]([CH2:17][O:11][C:8]2[CH:9]=[CH:10][C:5]([C:3]([O:2][CH3:1])=[O:4])=[CH:6][CH:7]=2)=[CH:15][CH:14]=1, predict the reactants needed to synthesize it. The reactants are: [CH3:1][O:2][C:3]([C:5]1[CH:6]=[CH:7][C:8]([OH:11])=[CH:9][CH:10]=1)=[O:4].[F:12][C:13]1[CH:20]=[CH:19][C:16]([CH2:17]Cl)=[CH:15][CH:14]=1.C(=O)([O-])[O-].[K+].[K+].